From a dataset of Catalyst prediction with 721,799 reactions and 888 catalyst types from USPTO. Predict which catalyst facilitates the given reaction. (1) Product: [CH2:1]([O:8][C:9]1[CH:10]=[C:11]([CH:19]([OH:25])[CH2:20][NH:26][C:27]([CH3:41])([CH3:40])[CH2:28][CH2:29][N:30]2[C:34]3[CH:35]=[CH:36][CH:37]=[CH:38][C:33]=3[NH:32][C:31]2=[O:39])[C:12]2[O:16][C:15](=[O:17])[NH:14][C:13]=2[CH:18]=1)[C:2]1[CH:3]=[CH:4][CH:5]=[CH:6][CH:7]=1. Reactant: [CH2:1]([O:8][C:9]1[CH:10]=[C:11]([C:19](=[O:25])[CH:20](OCC)O)[C:12]2[O:16][C:15](=[O:17])[NH:14][C:13]=2[CH:18]=1)[C:2]1[CH:7]=[CH:6][CH:5]=[CH:4][CH:3]=1.[NH2:26][C:27]([CH3:41])([CH3:40])[CH2:28][CH2:29][N:30]1[C:34]2[CH:35]=[CH:36][CH:37]=[CH:38][C:33]=2[NH:32][C:31]1=[O:39].[BH4-].[Na+].Cl.C(=O)([O-])[O-].[K+].[K+]. The catalyst class is: 8. (2) Reactant: [NH:1]1[C:9]2[C:4](=[CH:5][CH:6]=[CH:7][CH:8]=2)[CH2:3][CH:2]1[C:10]1[N:11]([CH3:30])[C:12](=[O:29])[C:13]([O:20][C:21](=[O:28])[C:22]2[CH:27]=[CH:26][CH:25]=[CH:24][CH:23]=2)=[C:14]([C:16]([O:18][CH3:19])=[O:17])[N:15]=1.N1C=CC=CC=1.[C:37]1([C:43](Cl)=[O:44])[CH:42]=[CH:41][CH:40]=[CH:39][CH:38]=1. Product: [C:43]([N:1]1[C:9]2[C:4](=[CH:5][CH:6]=[CH:7][CH:8]=2)[CH2:3][CH:2]1[C:10]1[N:11]([CH3:30])[C:12](=[O:29])[C:13]([O:20][C:21](=[O:28])[C:22]2[CH:23]=[CH:24][CH:25]=[CH:26][CH:27]=2)=[C:14]([C:16]([O:18][CH3:19])=[O:17])[N:15]=1)(=[O:44])[C:37]1[CH:42]=[CH:41][CH:40]=[CH:39][CH:38]=1. The catalyst class is: 1. (3) Reactant: [N:1]1[C:6]2[CH:7]=[C:8]3[C:14](=[O:15])[N:13]4[CH2:16][CH2:17][CH2:18][CH:12]4[O:11][C:9]3=[CH:10][C:5]=2[C:4](=[O:19])[NH:3][N:2]=1.[CH2:20]1[CH2:30][CH2:29]N2[C:23](=NCCC2)[CH2:22][CH2:21]1.S([O-])(=O)(=O)C.Cl. Product: [C:23]1([CH2:22][CH:21]([N:3]2[C:4](=[O:19])[C:5]3[CH:10]=[C:9]4[O:11][CH:12]5[CH2:18][CH2:17][CH2:16][N:13]5[C:14](=[O:15])[C:8]4=[CH:7][C:6]=3[N:1]=[N:2]2)[C:20]#[C:30][CH3:29])[CH:9]=[CH:10][CH:5]=[CH:6][CH:7]=1. The catalyst class is: 44.